Predict the product of the given reaction. From a dataset of Forward reaction prediction with 1.9M reactions from USPTO patents (1976-2016). (1) Given the reactants [OH:1][C:2]1[C:15]2[C:14](=[O:16])[C:13]3[C:8](=[CH:9][CH:10]=[CH:11][CH:12]=3)[C:7](=[O:17])[C:6]=2[CH:5]=[CH:4][C:3]=1O.[C:19]([O-:22])([O-])=O.[K+].[K+].Br[CH2:26][CH2:27][CH2:28][CH2:29][CH2:30][CH2:31][CH2:32][CH2:33][CH2:34][CH2:35][CH2:36][CH2:37][CH2:38][CH2:39][CH2:40][CH2:41][CH2:42][CH3:43], predict the reaction product. The product is: [CH2:26]([O:1][C:2]1[C:15]2[C:14](=[O:16])[C:13]3[C:8](=[CH:9][CH:10]=[CH:11][CH:12]=3)[C:7](=[O:17])[C:6]=2[CH:5]=[CH:4][C:3]=1[O:22][CH2:19][CH2:42][CH2:41][CH2:40][CH2:39][CH2:38][CH2:37][CH2:36][CH2:35][CH2:34][CH2:33][CH2:32][CH2:31][CH2:30][CH2:29][CH2:28][CH2:27][CH3:26])[CH2:27][CH2:28][CH2:29][CH2:30][CH2:31][CH2:32][CH2:33][CH2:34][CH2:35][CH2:36][CH2:37][CH2:38][CH2:39][CH2:40][CH2:41][CH2:42][CH3:43]. (2) Given the reactants CS(OCC1C(C2C=CC(CC)=CC=2)=CSC=1C(F)(F)F)(=O)=O.CC1C(C)=C(O)C=CC=1CCC(OCC)=O.[CH2:40]([C:42]1[CH:47]=[CH:46][C:45]([C:48]2[C:49]([CH2:57][O:58][C:59]3[CH:64]=[CH:63][C:62]([CH2:65][CH2:66][C:67]([O:69]CC)=[O:68])=[C:61]([CH3:72])[C:60]=3[CH3:73])=[C:50]([C:53]([F:56])([F:55])[F:54])[S:51][CH:52]=2)=[CH:44][CH:43]=1)[CH3:41], predict the reaction product. The product is: [CH2:40]([C:42]1[CH:47]=[CH:46][C:45]([C:48]2[C:49]([CH2:57][O:58][C:59]3[CH:64]=[CH:63][C:62]([CH2:65][CH2:66][C:67]([OH:69])=[O:68])=[C:61]([CH3:72])[C:60]=3[CH3:73])=[C:50]([C:53]([F:55])([F:56])[F:54])[S:51][CH:52]=2)=[CH:44][CH:43]=1)[CH3:41]. (3) Given the reactants [CH:1]([C:4]1[CH:5]=[CH:6][C:7]([O:22][CH3:23])=[C:8]([C:10]2[C:11]([C:20]#[N:21])=[CH:12][C:13]([C:16]([F:19])([F:18])[F:17])=[CH:14][CH:15]=2)[CH:9]=1)([CH3:3])[CH3:2].[H-].[H-].[H-].[H-].[Li+].[Al+3], predict the reaction product. The product is: [CH:1]([C:4]1[CH:5]=[CH:6][C:7]([O:22][CH3:23])=[C:8]([C:10]2[CH:15]=[CH:14][C:13]([C:16]([F:17])([F:18])[F:19])=[CH:12][C:11]=2[CH2:20][NH2:21])[CH:9]=1)([CH3:3])[CH3:2]. (4) Given the reactants Cl[C:2]1[N:7]=[C:6]([NH:8][C:9]2[C:10]3[CH2:16][N:15]([C:17]([N:19]4[CH2:24][C:23]([CH3:26])([CH3:25])[N:22]([CH3:27])[CH2:21][C@@H:20]4[CH3:28])=[O:18])[C:14]([CH3:30])([CH3:29])[C:11]=3[NH:12][N:13]=2)[C:5]([F:31])=[CH:4][N:3]=1.[CH2:32](B1OC(C)(C)C(C)(C)O1)[CH:33]=[CH2:34].C(=O)([O-])[O-].[Cs+].[Cs+].O, predict the reaction product. The product is: [F:31][C:5]1[C:6]([NH:8][C:9]2[C:10]3[CH2:16][N:15]([C:17]([N:19]4[CH2:24][C:23]([CH3:26])([CH3:25])[N:22]([CH3:27])[CH2:21][C@@H:20]4[CH3:28])=[O:18])[C:14]([CH3:30])([CH3:29])[C:11]=3[NH:12][N:13]=2)=[N:7][C:2]([CH2:32][CH2:33][CH3:34])=[N:3][CH:4]=1.